From a dataset of Forward reaction prediction with 1.9M reactions from USPTO patents (1976-2016). Predict the product of the given reaction. (1) Given the reactants [C:1]([C:3]1[CH:4]=[C:5]([CH:9]=[CH:10][CH:11]=1)[C:6]([OH:8])=O)#[CH:2].[CH2:12]1[C:20]2[C:15](=[CH:16][CH:17]=[CH:18][CH:19]=2)[CH2:14][CH:13]1[NH:21][C:22]1[N:23]=[CH:24][C:25]2[CH2:31][NH:30][CH2:29][CH2:28][C:26]=2[N:27]=1.Cl.CN(C)CCCN=C=NCC.N1C=CC(N)=CC=1, predict the reaction product. The product is: [C:1]([C:3]1[CH:4]=[C:5]([C:6]([N:30]2[CH2:29][CH2:28][C:26]3[N:27]=[C:22]([NH:21][CH:13]4[CH2:12][C:20]5[C:15](=[CH:16][CH:17]=[CH:18][CH:19]=5)[CH2:14]4)[N:23]=[CH:24][C:25]=3[CH2:31]2)=[O:8])[CH:9]=[CH:10][CH:11]=1)#[CH:2]. (2) Given the reactants [C:1]1([C:7]([NH:9][C:10]2[CH:17]=[CH:16][C:13]([CH2:14][NH2:15])=[CH:12][CH:11]=2)=[O:8])[CH:6]=[CH:5][CH:4]=[CH:3][CH:2]=1.[F:18][C:19]([F:45])([F:44])[C:20]1[CH:25]=[CH:24][C:23]([C:26]2[C:27]([C:32]([NH:34][C:35]3[CH:36]=[C:37]([C:41](O)=[O:42])[N:38]([CH3:40])[CH:39]=3)=[O:33])=[CH:28][CH:29]=[CH:30][CH:31]=2)=[CH:22][CH:21]=1.CN(C(ON1N=NC2C=CC=CC1=2)=[N+](C)C)C.[B-](F)(F)(F)F.ClCCl.C(O)C, predict the reaction product. The product is: [C:1]1([C:7]([NH:9][C:10]2[CH:11]=[CH:12][C:13]([CH2:14][NH:15][C:41]([C:37]3[N:38]([CH3:40])[CH:39]=[C:35]([NH:34][C:32]([C:27]4[C:26]([C:23]5[CH:22]=[CH:21][C:20]([C:19]([F:45])([F:18])[F:44])=[CH:25][CH:24]=5)=[CH:31][CH:30]=[CH:29][CH:28]=4)=[O:33])[CH:36]=3)=[O:42])=[CH:16][CH:17]=2)=[O:8])[CH:2]=[CH:3][CH:4]=[CH:5][CH:6]=1.